This data is from Reaction yield outcomes from USPTO patents with 853,638 reactions. The task is: Predict the reaction yield, written as a fraction of the theoretical maximum amount of product (1.0 means a 100% yield; for example, 0.34 means a 34% yield). (1) The reactants are C([Li])CCC.[CH2:6]([C:8]([C:20]1[CH:25]=[CH:24][C:23]([OH:26])=[C:22]([CH3:27])[CH:21]=1)([C:11]1[CH:16]=[CH:15][C:14]([C:17]#[CH:18])=[C:13]([CH3:19])[CH:12]=1)[CH2:9][CH3:10])[CH3:7].[C:28]1(=[O:35])[CH2:34][CH2:33][CH2:32][CH2:31][CH2:30][CH2:29]1.[Cl-].[NH4+]. The catalyst is O1CCCC1. The product is [CH2:6]([C:8]([C:11]1[CH:16]=[CH:15][C:14]([C:17]#[C:18][C:28]2([OH:35])[CH2:34][CH2:33][CH2:32][CH2:31][CH2:30][CH2:29]2)=[C:13]([CH3:19])[CH:12]=1)([C:20]1[CH:25]=[CH:24][C:23]([OH:26])=[C:22]([CH3:27])[CH:21]=1)[CH2:9][CH3:10])[CH3:7]. The yield is 0.600. (2) The reactants are C[Si](C)(C)N[Si](C)(C)C.[Na].[NH2:11][C:12]1[C:13]([C:20]2[C:21](F)=[N:22][CH:23]=[CH:24][CH:25]=2)=[N:14][C:15]([C:18]#[N:19])=[CH:16][CH:17]=1.O.C(OCC)(=O)C. The catalyst is C1COCC1. The product is [N:14]1[C:13]2[C:20]3[CH:25]=[CH:24][CH:23]=[N:22][C:21]=3[NH:11][C:12]=2[CH:17]=[CH:16][C:15]=1[C:18]#[N:19]. The yield is 0.550. (3) The product is [Br:5][C:6]1[CH:7]=[C:8]([NH:9][C:17]2[N:22]=[C:21]([C:23]([F:26])([F:25])[F:24])[CH:20]=[CH:19][N:18]=2)[CH:10]=[C:11]([CH:13]([F:14])[F:15])[CH:12]=1. The catalyst is O1CCOCC1.C(OCC)(=O)C. The yield is 0.340. The reactants are C(O)(=O)C.[Br:5][C:6]1[CH:7]=[C:8]([CH:10]=[C:11]([CH:13]([F:15])[F:14])[CH:12]=1)[NH2:9].Cl[C:17]1[N:22]=[C:21]([C:23]([F:26])([F:25])[F:24])[CH:20]=[CH:19][N:18]=1. (4) The reactants are [CH2:1]([C:5]1[N:6]=[C:7]([CH2:27][CH3:28])[NH:8][C:9](=[O:26])[C:10]=1[CH2:11][C:12]1[CH:17]=[CH:16][C:15]([C:18]2[C:19]([C:24]#[N:25])=[CH:20][CH:21]=[CH:22][CH:23]=2)=[CH:14][CH:13]=1)[CH2:2][CH2:3][CH3:4].[CH3:29][O:30][C:31]1[CH:36]=[CH:35][C:34](B(O)O)=[CH:33][CH:32]=1.N1C=CC=CC=1.C(N(CC)CC)C. The catalyst is C(OCC)(=O)C.C([O-])(=O)C.[Cu+2].C([O-])(=O)C.ClCCl. The product is [CH2:1]([C:5]1[N:6]=[C:7]([CH2:27][CH3:28])[N:8]([C:34]2[CH:35]=[CH:36][C:31]([O:30][CH3:29])=[CH:32][CH:33]=2)[C:9](=[O:26])[C:10]=1[CH2:11][C:12]1[CH:17]=[CH:16][C:15]([C:18]2[C:19]([C:24]#[N:25])=[CH:20][CH:21]=[CH:22][CH:23]=2)=[CH:14][CH:13]=1)[CH2:2][CH2:3][CH3:4]. The yield is 1.00. (5) The reactants are [Si:1]([O:8][CH2:9][C@H:10]1[CH2:14][C@@H:13]([N:15]2[CH:23]=[N:22][C:21]3[C:16]2=[N:17][CH:18]=[N:19][C:20]=3Cl)[CH2:12][C@@H:11]1[OH:25])([C:4]([CH3:7])([CH3:6])[CH3:5])([CH3:3])[CH3:2].C(N(CC)CC)C.[NH2:33][C@@H:34]1[C:42]2[C:37](=[CH:38][CH:39]=[CH:40][CH:41]=2)[CH2:36][CH2:35]1. The catalyst is C(O)C. The product is [Si:1]([O:8][CH2:9][C@H:10]1[CH2:14][C@@H:13]([N:15]2[CH:23]=[N:22][C:21]3[C:16]2=[N:17][CH:18]=[N:19][C:20]=3[NH:33][C@@H:34]2[C:42]3[C:37](=[CH:38][CH:39]=[CH:40][CH:41]=3)[CH2:36][CH2:35]2)[CH2:12][C@@H:11]1[OH:25])([C:4]([CH3:7])([CH3:6])[CH3:5])([CH3:3])[CH3:2]. The yield is 0.800. (6) The reactants are [CH3:1][O:2][C:3]([NH:5][NH2:6])=[O:4].C(O)(=O)C.O.[CH3:12][C:13]([CH3:15])=O. No catalyst specified. The product is [CH3:1][O:2][C:3]([NH:5][N:6]=[C:13]([CH3:15])[CH3:12])=[O:4]. The yield is 0.890. (7) The reactants are [CH:1]1[C:9]2[C:8]3[CH:10]=[CH:11][CH:12]=[CH:13][C:7]=3[S:6][C:5]=2[C:4]([C:14]2[C:23]3[C:18](=[CH:19][C:20]([C:24]4[C:29]5[S:30][C:31]6[CH:36]=[CH:35][CH:34]=[CH:33][C:32]=6[C:28]=5[CH:27]=[CH:26][CH:25]=4)=[CH:21][CH:22]=3)[CH:17]=[CH:16][C:15]=2[OH:37])=[CH:3][CH:2]=1.[CH2:38]1C[O:41][CH2:40][CH2:39]1.C(N(CC)CC)C.C(Cl)(=O)C=C. The catalyst is O.C(OCC)(=O)C. The product is [C:40]([O:37][C:15]1[CH:16]=[CH:17][C:18]2[C:23](=[CH:22][CH:21]=[C:20]([C:24]3[C:29]4[S:30][C:31]5[CH:36]=[CH:35][CH:34]=[CH:33][C:32]=5[C:28]=4[CH:27]=[CH:26][CH:25]=3)[CH:19]=2)[C:14]=1[C:4]1[C:5]2[S:6][C:7]3[CH:13]=[CH:12][CH:11]=[CH:10][C:8]=3[C:9]=2[CH:1]=[CH:2][CH:3]=1)(=[O:41])[CH:39]=[CH2:38]. The yield is 0.900. (8) The catalyst is O=P(Cl)(Cl)Cl. The product is [CH:1]([C:4]1[CH:25]=[CH:24][C:7]([C:8]2[O:13][C:12]([C:14]3[CH:15]=[C:16]([CH:21]=[CH:22][CH:23]=3)[C:17]([O:19][CH3:20])=[O:18])=[CH:11][N:10]=2)=[CH:6][CH:5]=1)([CH3:3])[CH3:2]. The yield is 0.845. The reactants are [CH:1]([C:4]1[CH:25]=[CH:24][C:7]([C:8]([NH:10][CH2:11][C:12]([C:14]2[CH:15]=[C:16]([CH:21]=[CH:22][CH:23]=2)[C:17]([O:19][CH3:20])=[O:18])=[O:13])=O)=[CH:6][CH:5]=1)([CH3:3])[CH3:2].[OH-].[Na+]. (9) The catalyst is C(O)C.[Pd]. The product is [NH2:17][C:8]1[CH:9]=[C:10]([NH:13][C:14](=[O:16])[CH3:15])[CH:11]=[CH:12][C:7]=1[CH:1]1[CH2:6][CH2:5][CH2:4][CH2:3][CH2:2]1. The yield is 0.900. The reactants are [CH:1]1([C:7]2[CH:12]=[CH:11][C:10]([NH:13][C:14](=[O:16])[CH3:15])=[CH:9][C:8]=2[N+:17]([O-])=O)[CH2:6][CH2:5][CH2:4][CH2:3][CH2:2]1.C([O-])=O.[NH4+]. (10) The product is [Cl:11][C:12]1[CH:17]=[C:16]([Cl:18])[CH:15]=[CH:14][C:13]=1[CH:19]([N:21]1[C:25]([CH:26]=[O:27])=[CH:24][C:23]([O:28][CH:29]([CH3:31])[CH3:30])=[N:22]1)[CH3:20]. The reactants are CS(C)=O.C(Cl)(=O)C(Cl)=O.[Cl:11][C:12]1[CH:17]=[C:16]([Cl:18])[CH:15]=[CH:14][C:13]=1[CH:19]([N:21]1[C:25]([CH2:26][OH:27])=[CH:24][C:23]([O:28][CH:29]([CH3:31])[CH3:30])=[N:22]1)[CH3:20].C(N(CC)CC)C. The yield is 0.960. The catalyst is ClCCl.